Dataset: Reaction yield outcomes from USPTO patents with 853,638 reactions. Task: Predict the reaction yield, written as a fraction of the theoretical maximum amount of product (1.0 means a 100% yield; for example, 0.34 means a 34% yield). (1) The reactants are Cl[C:2]([O:4][CH3:5])=[O:3].[NH2:6][CH:7]([CH2:11][C:12]#[N:13])[C:8]([OH:10])=[O:9].[OH-].[Na+].Cl. The catalyst is C1COCC1. The product is [C:12]([CH2:11][CH:7]([NH:6][C:2]([O:4][CH3:5])=[O:3])[C:8]([OH:10])=[O:9])#[N:13]. The yield is 0.200. (2) The yield is 0.676. The catalyst is O1CCCC1. The reactants are FC(F)(F)C(O)=O.[O:8]1[C:12]2[CH:13]=[CH:14][CH:15]=[CH:16][C:11]=2[C:10]([NH:17][C:18]([N:20]2[CH2:25][CH2:24][NH:23][CH2:22][CH2:21]2)=[O:19])=[N:9]1.C(N(CC)CC)C.[C:33]1([CH2:39][CH2:40][C:41](Cl)=[O:42])[CH:38]=[CH:37][CH:36]=[CH:35][CH:34]=1.O. The product is [O:8]1[C:12]2[CH:13]=[CH:14][CH:15]=[CH:16][C:11]=2[C:10]([NH:17][C:18]([N:20]2[CH2:25][CH2:24][N:23]([C:41](=[O:42])[CH2:40][CH2:39][C:33]3[CH:38]=[CH:37][CH:36]=[CH:35][CH:34]=3)[CH2:22][CH2:21]2)=[O:19])=[N:9]1. (3) The reactants are [CH3:1][C:2]1[CH:7]=[CH:6][C:5]([S:8]([O:11][CH2:12][CH:13]2[CH2:17][C:16]3[CH:18]=[CH:19][CH:20]=[C:21](Br)[C:15]=3[O:14]2)(=[O:10])=[O:9])=[CH:4][CH:3]=1.[CH3:23][C:24]1[CH:29]=[CH:28][C:27](B(O)O)=[CH:26][CH:25]=1.C(=O)([O-])[O-].[K+].[K+].CC1C=CC(S(OCC2CC3C(C4C=CC=CC=4)=CC=CC=3O2)(=O)=O)=CC=1. The catalyst is CC1C=CC=CC=1[P](C1C=CC=CC=1C)([Pd](Cl)(Cl)[P](C1=C(C)C=CC=C1)(C1C=CC=CC=1C)C1C=CC=CC=1C)C1C=CC=CC=1C. The product is [CH3:1][C:2]1[CH:7]=[CH:6][C:5]([S:8]([O:11][CH2:12][CH:13]2[CH2:17][C:16]3[CH:18]=[CH:19][CH:20]=[C:21]([C:27]4[CH:28]=[CH:29][C:24]([CH3:23])=[CH:25][CH:26]=4)[C:15]=3[O:14]2)(=[O:10])=[O:9])=[CH:4][CH:3]=1. The yield is 0.850. (4) The reactants are [CH2:1]([OH:3])[CH3:2].[Bi](Br)(Br)Br.O[CH:9]([C:11]1[CH:20]=[CH:19][C:14]([C:15]([O:17][CH3:18])=[O:16])=[CH:13][CH:12]=1)[CH3:10]. The catalyst is ClC(Cl)(Cl)Cl. The product is [CH2:1]([O:3][CH:9]([C:11]1[CH:20]=[CH:19][C:14]([C:15]([O:17][CH3:18])=[O:16])=[CH:13][CH:12]=1)[CH3:10])[CH3:2]. The yield is 0.550.